Dataset: Forward reaction prediction with 1.9M reactions from USPTO patents (1976-2016). Task: Predict the product of the given reaction. (1) Given the reactants [NH2:1][C:2]1[CH:7]=[CH:6][C:5]([NH:8][S:9]([CH3:12])(=[O:11])=[O:10])=[CH:4][CH:3]=1.[C:13]([O:17][CH2:18][CH3:19])(=[O:16])[CH:14]=O.C(O)(=O)C.ClC(Cl)C.C(O[BH-](OC(=O)C)OC(=O)C)(=O)C.[Na+], predict the reaction product. The product is: [CH2:18]([O:17][C:13](=[O:16])[CH2:14][NH:1][C:2]1[CH:7]=[CH:6][C:5]([NH:8][S:9]([CH3:12])(=[O:11])=[O:10])=[CH:4][CH:3]=1)[CH3:19]. (2) Given the reactants [Cl:1][C:2]1[CH:3]=[CH:4][C:5]2[N:11]3[CH:12]=[CH:13][CH:14]=[C:10]3[C@@H:9]([CH2:15][CH2:16][C:17]([N:19]3[CH2:24][CH2:23][CH:22]([CH2:25][C:26](O)=[O:27])[CH2:21][CH2:20]3)=[O:18])[O:8][C@H:7]([C:29]3[CH:34]=[CH:33][CH:32]=[C:31]([O:35][CH3:36])[C:30]=3[O:37][CH3:38])[C:6]=2[CH:39]=1.Cl.[CH3:41][O:42][C:43](=[O:46])[CH2:44][NH2:45].Cl.[CH2:48](N=C=NCCCN(C)C)C.ON1C2C=CC=CC=2N=N1, predict the reaction product. The product is: [Cl:1][C:2]1[CH:3]=[CH:4][C:5]2[N:11]3[CH:12]=[CH:13][CH:14]=[C:10]3[C@@H:9]([CH2:15][CH2:16][C:17]([N:19]3[CH2:24][CH2:23][CH:22]([CH2:25][C:26]([NH:45][CH2:44][C:43]([O:42][CH2:41][CH3:48])=[O:46])=[O:27])[CH2:21][CH2:20]3)=[O:18])[O:8][C@H:7]([C:29]3[CH:34]=[CH:33][CH:32]=[C:31]([O:35][CH3:36])[C:30]=3[O:37][CH3:38])[C:6]=2[CH:39]=1. (3) The product is: [CH3:39][O:38][C:36](=[O:37])[CH2:35][N:18]1[CH2:19][C:13]2[CH:12]=[CH:11][C:10]([NH:9][C:6]3[N:5]=[C:4]([NH:22][C:23]4[CH:28]=[CH:27][CH:26]=[CH:25][C:24]=4[NH:29][S:30]([CH3:33])(=[O:31])=[O:32])[C:3]([Cl:2])=[CH:8][N:7]=3)=[CH:21][C:14]=2[N:15]([CH3:20])[CH2:16][CH2:17]1. Given the reactants Cl.[Cl:2][C:3]1[C:4]([NH:22][C:23]2[CH:28]=[CH:27][CH:26]=[CH:25][C:24]=2[NH:29][S:30]([CH3:33])(=[O:32])=[O:31])=[N:5][C:6]([NH:9][C:10]2[CH:11]=[CH:12][C:13]3[CH2:19][NH:18][CH2:17][CH2:16][N:15]([CH3:20])[C:14]=3[CH:21]=2)=[N:7][CH:8]=1.Br[CH2:35][C:36]([O:38][CH3:39])=[O:37].O1CCCC1.CCN(C(C)C)C(C)C, predict the reaction product. (4) Given the reactants [F:1][C:2]([F:39])([F:38])[CH2:3][N:4]1[C:8]2[N:9]=[C:10]([C:19]3[CH:24]=[CH:23][C:22]([NH:25][C:26]([NH:28][C:29]4[CH:37]=[CH:36][C:32]([C:33](O)=[O:34])=[CH:31][CH:30]=4)=[O:27])=[CH:21][CH:20]=3)[N:11]=[C:12]([N:13]3[CH2:18][CH2:17][O:16][CH2:15][CH2:14]3)[C:7]=2[CH:6]=[CH:5]1.[CH3:40][N:41]([CH3:48])[CH:42]1[CH2:47][CH2:46][NH:45][CH2:44][CH2:43]1, predict the reaction product. The product is: [CH3:40][N:41]([CH3:48])[CH:42]1[CH2:47][CH2:46][N:45]([C:33]([C:32]2[CH:36]=[CH:37][C:29]([NH:28][C:26]([NH:25][C:22]3[CH:21]=[CH:20][C:19]([C:10]4[N:11]=[C:12]([N:13]5[CH2:18][CH2:17][O:16][CH2:15][CH2:14]5)[C:7]5[CH:6]=[CH:5][N:4]([CH2:3][C:2]([F:39])([F:1])[F:38])[C:8]=5[N:9]=4)=[CH:24][CH:23]=3)=[O:27])=[CH:30][CH:31]=2)=[O:34])[CH2:44][CH2:43]1.